Dataset: Forward reaction prediction with 1.9M reactions from USPTO patents (1976-2016). Task: Predict the product of the given reaction. The product is: [Cl:1][C:2]1[C:3]([C:11]#[N:13])=[N:4][C:5]([CH2:9][CH3:10])=[C:6]([Cl:8])[N:7]=1. Given the reactants [Cl:1][C:2]1[C:3]([C:11]([NH2:13])=O)=[N:4][C:5]([CH2:9][CH3:10])=[C:6]([Cl:8])[N:7]=1.S(Cl)(Cl)=O, predict the reaction product.